From a dataset of Catalyst prediction with 721,799 reactions and 888 catalyst types from USPTO. Predict which catalyst facilitates the given reaction. (1) Reactant: [C:1]([O:5][C:6]([NH:8][C@H:9]1[CH2:13][C@@:12]([CH2:18][CH2:19][O:20][Si](C(C)(C)C)(C)C)([C:14]([O:16]C)=O)[CH:11]=[CH:10]1)=[O:7])([CH3:4])([CH3:3])[CH3:2].C1COCC1.CCCC[N+](CCCC)(CCCC)CCCC.[F-]. Product: [O:16]=[C:14]1[C@:12]2([CH:11]=[CH:10][C@@H:9]([NH:8][C:6](=[O:7])[O:5][C:1]([CH3:2])([CH3:3])[CH3:4])[CH2:13]2)[CH2:18][CH2:19][O:20]1. The catalyst class is: 25. (2) Reactant: O=[CH:2][CH:3]([C:6]1[C:11]([CH3:12])=[CH:10][C:9]([CH3:13])=[CH:8][C:7]=1[CH3:14])[C:4]#[N:5].O.[NH2:16][NH2:17].C(O)(=O)C.Cl. Product: [CH3:14][C:7]1[CH:8]=[C:9]([CH3:13])[CH:10]=[C:11]([CH3:12])[C:6]=1[C:3]1[CH:2]=[N:17][NH:16][C:4]=1[NH2:5]. The catalyst class is: 638. (3) Reactant: [F:1][C:2]1[CH:7]=[CH:6][C:5]([OH:8])=[CH:4][CH:3]=1.Br[C:10]1[CH:15]=[CH:14][C:13]([I:16])=[CH:12][N:11]=1.C([O-])([O-])=O.[Cs+].[Cs+].CCOC(C)=O. Product: [F:1][C:2]1[CH:7]=[CH:6][C:5]([O:8][C:10]2[CH:15]=[CH:14][C:13]([I:16])=[CH:12][N:11]=2)=[CH:4][CH:3]=1. The catalyst class is: 3. (4) Reactant: [OH:1][C:2]1[CH:3]=[C:4]([CH:9]=[CH:10][CH:11]=1)[O:5][CH2:6][CH2:7][OH:8].[H-].[Na+].Cl[C:15]1[C:20]([N:21]2[CH2:26][CH2:25][N:24]([C:27]([O:29][C:30]([CH3:33])([CH3:32])[CH3:31])=[O:28])[CH2:23][CH2:22]2)=[N:19][CH:18]=[CH:17][N:16]=1. Product: [OH:1][C:2]1[CH:3]=[C:4]([CH:9]=[CH:10][CH:11]=1)[O:5][CH2:6][CH2:7][O:8][C:15]1[C:20]([N:21]2[CH2:22][CH2:23][N:24]([C:27]([O:29][C:30]([CH3:33])([CH3:32])[CH3:31])=[O:28])[CH2:25][CH2:26]2)=[N:19][CH:18]=[CH:17][N:16]=1. The catalyst class is: 3. (5) Reactant: C(OC([N:8]1[CH2:16][C:15]2[C:14]([F:17])=[C:13]([N:18]3[C@@H:22]4[CH2:23][CH2:24][CH2:25][CH2:26][C@@H:21]4[N:20](C(OC(C)(C)C)=O)C3)[N:12]=[C:11]([C:34]3[CH:35]=[N:36][N:37]([CH3:39])[CH:38]=3)[C:10]=2[C:9]1=[O:40])=O)(C)(C)C.[Na+].[I-:42].I.C[Si](Cl)(C)C.O.NN. Product: [IH:42].[NH2:20][C@H:21]1[CH2:26][CH2:25][CH2:24][CH2:23][C@H:22]1[NH:18][C:13]1[N:12]=[C:11]([C:34]2[CH:35]=[N:36][N:37]([CH3:39])[CH:38]=2)[C:10]2[C:9](=[O:40])[NH:8][CH2:16][C:15]=2[C:14]=1[F:17]. The catalyst class is: 578. (6) Reactant: [NH2:1][CH:2]([C:5]1[CH:10]=[CH:9][CH:8]=[CH:7][N:6]=1)[CH2:3][OH:4].Cl.[OH-].[K+].[C:14](=O)(OC(Cl)(Cl)Cl)[O:15]C(Cl)(Cl)Cl. Product: [N:6]1[CH:7]=[CH:8][CH:9]=[CH:10][C:5]=1[CH:2]1[CH2:3][O:4][C:14](=[O:15])[NH:1]1. The catalyst class is: 90. (7) Reactant: [C:1](Cl)(=[O:8])[C:2]1[CH:7]=[CH:6][CH:5]=[CH:4][CH:3]=1.[CH3:10][O:11][C:12]([C:14]1[S:18][C:17]([NH2:19])=[N:16][CH:15]=1)=[O:13].N1C=CC=CC=1. The catalyst class is: 468. Product: [CH3:10][O:11][C:12]([C:14]1[S:18][C:17]([NH:19][C:1](=[O:8])[C:2]2[CH:7]=[CH:6][CH:5]=[CH:4][CH:3]=2)=[N:16][CH:15]=1)=[O:13].